Dataset: Experimentally validated miRNA-target interactions with 360,000+ pairs, plus equal number of negative samples. Task: Binary Classification. Given a miRNA mature sequence and a target amino acid sequence, predict their likelihood of interaction. Result: 0 (no interaction). The protein sequence of the target gene is MAEEPEPDLGVAEGSEDQALEMPSWKAPEDIDPQPGSYEIRHYGPAKWVSTCVESLDWDSAIQTGFTKLNGYIQGKNEKEMKIKLTAPVTSYVEPGSSPFSESTITISLYIPSEQQPDPPRPSESDVFIEDRAEMTVFVRSFDGFSSGQKNQEQLLTLANILREEGKVFNEKVFYTAGYSSPFQLLDRNNEVWLIQKNEPSVENK. The miRNA is hsa-miR-33a-3p with sequence CAAUGUUUCCACAGUGCAUCAC.